This data is from Catalyst prediction with 721,799 reactions and 888 catalyst types from USPTO. The task is: Predict which catalyst facilitates the given reaction. Reactant: C(OC([NH:8][C:9]1[O:17][C:16]2[C:11](=[N:12][CH:13]=[C:14]([CH2:18][N:19]3[CH2:23][CH2:22][CH:21]([O:24][CH3:25])[CH2:20]3)[CH:15]=2)[C:10]=1[C:26]([NH:28][C:29]1[CH:30]=[N:31][CH:32]=[CH:33][C:34]=1[N:35]1[CH2:40][C@H:39]([C:41]([F:44])([F:43])[F:42])[CH2:38][C@H:37]([NH:45]C(=O)OC(C)(C)C)[CH2:36]1)=[O:27])=O)(C)(C)C.Cl.O1CCOCC1. Product: [NH2:8][C:9]1[O:17][C:16]2[C:11](=[N:12][CH:13]=[C:14]([CH2:18][N:19]3[CH2:23][CH2:22][CH:21]([O:24][CH3:25])[CH2:20]3)[CH:15]=2)[C:10]=1[C:26]([NH:28][C:29]1[CH:30]=[N:31][CH:32]=[CH:33][C:34]=1[N:35]1[CH2:40][C@H:39]([C:41]([F:43])([F:44])[F:42])[CH2:38][C@H:37]([NH2:45])[CH2:36]1)=[O:27]. The catalyst class is: 5.